This data is from Catalyst prediction with 721,799 reactions and 888 catalyst types from USPTO. The task is: Predict which catalyst facilitates the given reaction. (1) Reactant: C(OC(=O)[NH:7][C:8]1[S:12][C:11]([C:13]2[CH:18]=[CH:17][CH:16]=[CH:15][N:14]=2)=[N:10][CH:9]=1)(C)(C)C.Cl. Product: [N:14]1[CH:15]=[CH:16][CH:17]=[CH:18][C:13]=1[C:11]1[S:12][C:8]([NH2:7])=[CH:9][N:10]=1. The catalyst class is: 12. (2) Reactant: [BH4-].[Li+].C[Si](Cl)(C)C.[NH2:8][C@@H:9]([C:13]1[CH:18]=[CH:17][C:16]([O:19][CH3:20])=[CH:15][CH:14]=1)[C:10](O)=[O:11]. Product: [NH2:8][C@@H:9]([C:13]1[CH:18]=[CH:17][C:16]([O:19][CH3:20])=[CH:15][CH:14]=1)[CH2:10][OH:11]. The catalyst class is: 1. (3) Reactant: C(P1(=O)OP(CCC)(=O)OP(CCC)(=O)O1)CC.[C:19]([O:23][C:24]([N:26]1[CH2:31][CH2:30][CH:29]([C:32]([OH:34])=O)[CH2:28][CH2:27]1)=[O:25])([CH3:22])([CH3:21])[CH3:20].[C:35]([NH:38][NH2:39])(=[O:37])[CH3:36].CCN(C(C)C)C(C)C. Product: [C:35]([NH:38][NH:39][C:32]([CH:29]1[CH2:28][CH2:27][N:26]([C:24]([O:23][C:19]([CH3:20])([CH3:21])[CH3:22])=[O:25])[CH2:31][CH2:30]1)=[O:34])(=[O:37])[CH3:36]. The catalyst class is: 13.